From a dataset of Reaction yield outcomes from USPTO patents with 853,638 reactions. Predict the reaction yield, written as a fraction of the theoretical maximum amount of product (1.0 means a 100% yield; for example, 0.34 means a 34% yield). (1) The reactants are [C:1]([O:5][C:6]([N:8]1[CH2:12][CH2:11][CH2:10][C:9]1=[O:13])=[O:7])([CH3:4])([CH3:3])[CH3:2].O1CCC[CH2:15]1.C[Si]([N-][Si](C)(C)C)(C)C.[Li+].IC.C(OCC)(=O)C. The catalyst is O1CCCC1. The product is [C:1]([O:5][C:6]([N:8]1[CH2:12][CH2:11][CH:10]([CH3:15])[C:9]1=[O:13])=[O:7])([CH3:4])([CH3:2])[CH3:3]. The yield is 0.400. (2) The reactants are [C:1]([O:5][C:6]([N:8]1[CH2:13][CH2:12][N:11]([CH2:14][C:15]2[CH:23]=[C:22]([CH3:24])[CH:21]=[CH:20][C:16]=2[C:17](O)=[O:18])[CH2:10][CH2:9]1)=[O:7])([CH3:4])([CH3:3])[CH3:2].Cl.CN(C)CCCN=C=NCC.[NH:37]1[CH2:42][CH2:41][O:40][CH2:39][CH2:38]1. The catalyst is ClCCl. The product is [CH3:24][C:22]1[CH:21]=[CH:20][C:16]([C:17]([N:37]2[CH2:42][CH2:41][O:40][CH2:39][CH2:38]2)=[O:18])=[C:15]([CH2:14][N:11]2[CH2:12][CH2:13][N:8]([C:6]([O:5][C:1]([CH3:4])([CH3:3])[CH3:2])=[O:7])[CH2:9][CH2:10]2)[CH:23]=1. The yield is 0.770. (3) The reactants are [NH2:1][C:2]1[CH:11]=[CH:10][C:5]([C:6]([O:8][CH3:9])=[O:7])=[CH:4][C:3]=1[I:12].C(N(CC)CC)C.[F:20][C:21]([F:32])([F:31])[C:22](O[C:22](=[O:23])[C:21]([F:32])([F:31])[F:20])=[O:23]. The catalyst is ClCCl. The product is [I:12][C:3]1[CH:4]=[C:5]([CH:10]=[CH:11][C:2]=1[NH:1][C:22](=[O:23])[C:21]([F:32])([F:31])[F:20])[C:6]([O:8][CH3:9])=[O:7]. The yield is 0.910. (4) The reactants are CN(C)/C=[CH:4]/[C:5]1[C:14]([N+:15]([O-:17])=[O:16])=[CH:13][CH:12]=[CH:11][C:6]=1[C:7]([O:9][CH3:10])=[O:8]. The catalyst is CCOC(C)=O. The product is [N+:15]([C:14]1[CH:13]=[CH:12][CH:11]=[C:6]2[C:5]=1[CH:4]=[CH:10][O:9][C:7]2=[O:8])([O-:17])=[O:16]. The yield is 0.820. (5) The reactants are [NH2:1][C:2]1[C:3]([C:16]([O:18]C)=[O:17])=[N:4][C:5]([C:8]2[C:13]([F:14])=[CH:12][CH:11]=[CH:10][C:9]=2[F:15])=[CH:6][CH:7]=1.[Li+].[OH-].Cl. The catalyst is C1COCC1. The product is [NH2:1][C:2]1[C:3]([C:16]([OH:18])=[O:17])=[N:4][C:5]([C:8]2[C:13]([F:14])=[CH:12][CH:11]=[CH:10][C:9]=2[F:15])=[CH:6][CH:7]=1. The yield is 0.900. (6) The reactants are C(OC(=O)[NH:7][CH:8]([C:10](=[O:26])[NH:11][C:12]1[CH:17]=[CH:16][CH:15]=[CH:14][C:13]=1[C:18](=O)[C:19]1[CH:24]=[CH:23][CH:22]=[CH:21][CH:20]=1)[CH3:9])(C)(C)C.Cl. The catalyst is C(Cl)(Cl)Cl. The product is [CH3:9][CH:8]1[C:10](=[O:26])[NH:11][C:12]2[CH:17]=[CH:16][CH:15]=[CH:14][C:13]=2[C:18]([C:19]2[CH:24]=[CH:23][CH:22]=[CH:21][CH:20]=2)=[N:7]1. The yield is 0.830. (7) The reactants are [NH2:1][C:2]1[CH2:7][CH2:6][CH2:5][C:4](=[O:8])[CH:3]=1.C(O[CH:12]=[C:13]([C:19]([O:21][CH2:22][CH3:23])=[O:20])[C:14]([O:16][CH2:17][CH3:18])=[O:15])C. No catalyst specified. The product is [CH2:17]([O:16][C:14](=[O:15])[C:13](=[CH:12][NH:1][C:2]1[CH2:7][CH2:6][CH2:5][C:4](=[O:8])[CH:3]=1)[C:19]([O:21][CH2:22][CH3:23])=[O:20])[CH3:18]. The yield is 0.900. (8) The reactants are C(O/[CH:4]=[CH:5]/[C:6](=O)[C:7]([F:13])([F:12])[C:8]([F:11])([F:10])[F:9])C.[CH3:15][S:16][CH:17]([CH3:25])/[CH:18]=[CH:19]/[N:20]1CCCC1.C([O-])(=O)C.[NH4+].O. The catalyst is C(OCC)C. The product is [CH3:15][S:16][CH:17]([C:18]1[CH:4]=[CH:5][C:6]([C:7]([F:12])([F:13])[C:8]([F:9])([F:10])[F:11])=[N:20][CH:19]=1)[CH3:25]. The yield is 0.120. (9) The reactants are Br[C:2]1[CH:15]=[CH:14][C:5]([O:6][C:7]2[CH:12]=[CH:11][N:10]=[C:9]([CH3:13])[CH:8]=2)=[CH:4][CH:3]=1.[B:16]1([B:16]2[O:20][C:19]([CH3:22])([CH3:21])[C:18]([CH3:24])([CH3:23])[O:17]2)[O:20][C:19]([CH3:22])([CH3:21])[C:18]([CH3:24])([CH3:23])[O:17]1.CC([O-])=O.[K+].C(Cl)Cl. The catalyst is CS(C)=O.O.C1C=CC(P([C]2[CH][CH][CH][CH]2)C2C=CC=CC=2)=CC=1.C1C=CC(P([C]2[CH][CH][CH][CH]2)C2C=CC=CC=2)=CC=1.Cl[Pd]Cl.[Fe]. The product is [CH3:23][C:18]1([CH3:24])[C:19]([CH3:22])([CH3:21])[O:20][B:16]([C:2]2[CH:15]=[CH:14][C:5]([O:6][C:7]3[CH:12]=[CH:11][N:10]=[C:9]([CH3:13])[CH:8]=3)=[CH:4][CH:3]=2)[O:17]1. The yield is 1.00. (10) The reactants are FC1C=C(F)C=CC=1C1C=C(COS(C)(=O)=O)C(=O)N(CC(C)C)N=1.[Cl:26][C:27]1[CH:55]=[CH:54][C:30]([CH:31]=[CH:32][CH2:33][N:34]2[C:39](=[O:40])[C:38]([C:41]([O:43]C)=[O:42])=[CH:37][C:36]([C:45]3[CH:50]=[CH:49][C:48]([O:51][CH3:52])=[C:47]([F:53])[CH:46]=3)=[N:35]2)=[CH:29][CH:28]=1. No catalyst specified. The product is [C:41]([C:38]1[C:39](=[O:40])[N:34]([CH2:33][CH:32]=[CH:31][C:30]2[CH:54]=[CH:55][C:27]([Cl:26])=[CH:28][CH:29]=2)[N:35]=[C:36]([C:45]2[CH:50]=[CH:49][C:48]([O:51][CH3:52])=[C:47]([F:53])[CH:46]=2)[CH:37]=1)([OH:43])=[O:42]. The yield is 0.982.